From a dataset of NCI-60 drug combinations with 297,098 pairs across 59 cell lines. Regression. Given two drug SMILES strings and cell line genomic features, predict the synergy score measuring deviation from expected non-interaction effect. (1) Drug 1: CC(C)CN1C=NC2=C1C3=CC=CC=C3N=C2N. Drug 2: CC1CCCC2(C(O2)CC(NC(=O)CC(C(C(=O)C(C1O)C)(C)C)O)C(=CC3=CSC(=N3)C)C)C. Cell line: HOP-92. Synergy scores: CSS=27.5, Synergy_ZIP=-1.66, Synergy_Bliss=-0.349, Synergy_Loewe=1.51, Synergy_HSA=3.15. (2) Drug 1: CNC(=O)C1=CC=CC=C1SC2=CC3=C(C=C2)C(=NN3)C=CC4=CC=CC=N4. Drug 2: C1CNP(=O)(OC1)N(CCCl)CCCl. Cell line: NCI-H226. Synergy scores: CSS=4.50, Synergy_ZIP=3.99, Synergy_Bliss=5.75, Synergy_Loewe=-8.63, Synergy_HSA=1.13.